From a dataset of Forward reaction prediction with 1.9M reactions from USPTO patents (1976-2016). Predict the product of the given reaction. (1) Given the reactants Cl.[NH2:2][CH2:3][C:4](=O)[CH2:5][CH2:6][C:7]1[CH:12]=[CH:11][CH:10]=[C:9]([O:13][CH3:14])[C:8]=1[O:15][CH3:16].[N:18]1[C:22]2[CH:23]=[CH:24][C:25]([C:27](O)=O)=[CH:26][C:21]=2[NH:20][CH:19]=1.COC1C=CC(P2(SP(C3C=CC(OC)=CC=3)(=S)S2)=[S:39])=CC=1.O=P(Cl)(Cl)Cl, predict the reaction product. The product is: [NH:18]1[C:22]2[CH:23]=[CH:24][C:25]([C:27]3[S:39][C:4]([CH2:5][CH2:6][C:7]4[CH:12]=[CH:11][CH:10]=[C:9]([O:13][CH3:14])[C:8]=4[O:15][CH3:16])=[CH:3][N:2]=3)=[CH:26][C:21]=2[N:20]=[CH:19]1. (2) Given the reactants [N+:1]([C:4]1[CH:9]=[CH:8][C:7]([OH:10])=[CH:6][CH:5]=1)([O-:3])=[O:2].[Cl:11][C:12]1[C:13](F)=[CH:14][C:15]2[O:20][CH:19]([C:21]([F:24])([F:23])[F:22])[C:18]([C:25]([O:27]CC)=[O:26])=[CH:17][C:16]=2[CH:30]=1, predict the reaction product. The product is: [Cl:11][C:12]1[C:13]([O:10][C:7]2[CH:8]=[CH:9][C:4]([N+:1]([O-:3])=[O:2])=[CH:5][CH:6]=2)=[CH:14][C:15]2[O:20][CH:19]([C:21]([F:23])([F:22])[F:24])[C:18]([C:25]([OH:27])=[O:26])=[CH:17][C:16]=2[CH:30]=1. (3) Given the reactants C([O:3][C:4]([C@@H:6]1[C@@H:8]([C:9](=[O:42])[NH:10][C@@H:11]([CH2:36][C:37]2[N:38]=[CH:39][S:40][CH:41]=2)[C:12](=[O:35])[NH:13][CH2:14][C:15]2[N:16]=[N:17][N:18]([C:20]3[CH:25]=[CH:24][C:23]([S:26]([N:29]4[CH2:34][CH2:33][CH2:32][CH2:31][CH2:30]4)(=[O:28])=[O:27])=[CH:22][CH:21]=3)[CH:19]=2)[O:7]1)=[O:5])C.[Li+].[OH-], predict the reaction product. The product is: [O:35]=[C:12]([NH:13][CH2:14][C:15]1[N:16]=[N:17][N:18]([C:20]2[CH:25]=[CH:24][C:23]([S:26]([N:29]3[CH2:34][CH2:33][CH2:32][CH2:31][CH2:30]3)(=[O:28])=[O:27])=[CH:22][CH:21]=2)[CH:19]=1)[C@@H:11]([NH:10][C:9]([C@H:8]1[O:7][C@@H:6]1[C:4]([OH:5])=[O:3])=[O:42])[CH2:36][C:37]1[N:38]=[CH:39][S:40][CH:41]=1. (4) The product is: [CH3:1][O:2][C:3](=[O:16])[CH2:4][C:5]1[C:9]2[C:10]([Cl:15])=[CH:11][C:12]([O:14][CH2:24][C:23]3[C:18]([CH3:17])=[N:19][C:20]([C:26]([F:29])([F:27])[F:28])=[CH:21][CH:22]=3)=[CH:13][C:8]=2[S:7][CH:6]=1. Given the reactants [CH3:1][O:2][C:3](=[O:16])[CH2:4][C:5]1[C:9]2[C:10]([Cl:15])=[CH:11][C:12]([OH:14])=[CH:13][C:8]=2[S:7][CH:6]=1.[CH3:17][C:18]1[C:23]([CH2:24]O)=[CH:22][CH:21]=[C:20]([C:26]([F:29])([F:28])[F:27])[N:19]=1.C(P(CCCC)CCCC)CCC.C1CCN(C(N=NC(N2CCCCC2)=O)=O)CC1, predict the reaction product. (5) Given the reactants C([O:3][C:4]([C:6]1[S:10][C:9]([CH3:11])=[N:8][C:7]=1[C:12]1[CH:17]=[CH:16][C:15]([Cl:18])=[CH:14][CH:13]=1)=[O:5])C.COC(C1N=C(N(C)C)SC=1C1C=CC=C(OC)C=1)=O, predict the reaction product. The product is: [Cl:18][C:15]1[CH:14]=[CH:13][C:12]([C:7]2[N:8]=[C:9]([CH3:11])[S:10][C:6]=2[C:4]([OH:5])=[O:3])=[CH:17][CH:16]=1. (6) Given the reactants Br[C:2]1[CH:3]=[C:4]2[C:8](=[C:9]([C:11]([NH2:13])=[O:12])[CH:10]=1)[NH:7][CH:6]=[C:5]2[CH:14]1[CH2:19][CH2:18][N:17]([S:20]([CH2:23][CH3:24])(=[O:22])=[O:21])[CH2:16][CH2:15]1.[N:25]1[CH:30]=[CH:29][C:28](B(O)O)=[CH:27][CH:26]=1.C(=O)([O-])[O-].[K+].[K+], predict the reaction product. The product is: [CH2:23]([S:20]([N:17]1[CH2:18][CH2:19][CH:14]([C:5]2[C:4]3[C:8](=[C:9]([C:11]([NH2:13])=[O:12])[CH:10]=[C:2]([C:28]4[CH:29]=[CH:30][N:25]=[CH:26][CH:27]=4)[CH:3]=3)[NH:7][CH:6]=2)[CH2:15][CH2:16]1)(=[O:22])=[O:21])[CH3:24]. (7) Given the reactants [NH2:1][C:2]1[CH:11]=[CH:10][CH:9]=[C:8]2[C:3]=1[CH:4]=[CH:5][C:6]([OH:12])=[CH:7]2.[H-].[Na+].Cl[C:16]1[CH:21]=[CH:20][N:19]=[C:18]([C:22]([NH:24][CH3:25])=[O:23])[CH:17]=1, predict the reaction product. The product is: [NH2:1][C:2]1[CH:11]=[CH:10][CH:9]=[C:8]2[C:3]=1[CH:4]=[CH:5][C:6]([O:12][C:16]1[CH:21]=[CH:20][N:19]=[C:18]([C:22]([NH:24][CH3:25])=[O:23])[CH:17]=1)=[CH:7]2.